From a dataset of TCR-epitope binding with 47,182 pairs between 192 epitopes and 23,139 TCRs. Binary Classification. Given a T-cell receptor sequence (or CDR3 region) and an epitope sequence, predict whether binding occurs between them. (1) The epitope is ATDALMTGY. The TCR CDR3 sequence is CAIRSGTINTGELFF. Result: 1 (the TCR binds to the epitope). (2) The epitope is KLSYGIATV. The TCR CDR3 sequence is CASSLEGLAGGGETQYF. Result: 1 (the TCR binds to the epitope).